From a dataset of NCI-60 drug combinations with 297,098 pairs across 59 cell lines. Regression. Given two drug SMILES strings and cell line genomic features, predict the synergy score measuring deviation from expected non-interaction effect. (1) Drug 1: CCC1=C2CN3C(=CC4=C(C3=O)COC(=O)C4(CC)O)C2=NC5=C1C=C(C=C5)O. Drug 2: CC1C(C(CC(O1)OC2CC(OC(C2O)C)OC3=CC4=CC5=C(C(=O)C(C(C5)C(C(=O)C(C(C)O)O)OC)OC6CC(C(C(O6)C)O)OC7CC(C(C(O7)C)O)OC8CC(C(C(O8)C)O)(C)O)C(=C4C(=C3C)O)O)O)O. Cell line: HOP-62. Synergy scores: CSS=68.1, Synergy_ZIP=1.86, Synergy_Bliss=2.64, Synergy_Loewe=-7.37, Synergy_HSA=1.73. (2) Drug 1: C1CC(=O)NC(=O)C1N2CC3=C(C2=O)C=CC=C3N. Drug 2: CC1=C(C(CCC1)(C)C)C=CC(=CC=CC(=CC(=O)O)C)C. Cell line: A498. Synergy scores: CSS=4.54, Synergy_ZIP=2.06, Synergy_Bliss=-1.06, Synergy_Loewe=2.78, Synergy_HSA=2.03. (3) Drug 1: CC(CN1CC(=O)NC(=O)C1)N2CC(=O)NC(=O)C2. Drug 2: COC1=NC(=NC2=C1N=CN2C3C(C(C(O3)CO)O)O)N. Cell line: LOX IMVI. Synergy scores: CSS=22.8, Synergy_ZIP=-2.79, Synergy_Bliss=2.17, Synergy_Loewe=-6.84, Synergy_HSA=-2.08.